From a dataset of Full USPTO retrosynthesis dataset with 1.9M reactions from patents (1976-2016). Predict the reactants needed to synthesize the given product. Given the product [CH:1]1[CH:6]=[N:5][CH:4]=[C:3]([CH2:7][C:8]([P:10]([O-:12])([OH:13])=[O:11])([P:14]([OH:17])([OH:16])=[O:15])[OH:9])[CH:2]=1.[Na+:22], predict the reactants needed to synthesize it. The reactants are: [CH:1]1[CH:6]=[N:5][CH:4]=[C:3]([CH2:7][C:8]([P:14]([OH:17])([OH:16])=[O:15])([P:10]([OH:13])([OH:12])=[O:11])[OH:9])[CH:2]=1.C([O-])([O-])=O.[Na+:22].[Na+].